Dataset: Forward reaction prediction with 1.9M reactions from USPTO patents (1976-2016). Task: Predict the product of the given reaction. (1) Given the reactants Cl.[CH2:2]([N:4]([CH2:30][CH3:31])[C:5]([C:7]1[CH:8]=[CH:9][CH:10]=[C:11]2[C:15]=1[NH:14][CH:13]=[C:12]2[CH2:16][C@H:17]([NH:19][CH2:20][C@@H:21]([C:23]1[CH:28]=[CH:27][CH:26]=[C:25]([Cl:29])[CH:24]=1)[OH:22])[CH3:18])=[O:6])[CH3:3].C(N(CC)CC)C.Cl[C:40](Cl)([O:42]C(=O)OC(Cl)(Cl)Cl)Cl.C(=O)([O-])O.[Na+], predict the reaction product. The product is: [CH2:30]([N:4]([CH2:2][CH3:3])[C:5]([C:7]1[CH:8]=[CH:9][CH:10]=[C:11]2[C:15]=1[NH:14][CH:13]=[C:12]2[CH2:16][C@H:17]([N:19]1[CH2:20][C@@H:21]([C:23]2[CH:28]=[CH:27][CH:26]=[C:25]([Cl:29])[CH:24]=2)[O:22][C:40]1=[O:42])[CH3:18])=[O:6])[CH3:31]. (2) Given the reactants [CH:1]1([NH:6][C@@H:7]2[CH2:11][CH2:10][N:9]([C:12]([O:14][C:15]([CH3:18])([CH3:17])[CH3:16])=[O:13])[CH2:8]2)[CH2:5][CH2:4][CH2:3][CH2:2]1.Br[CH2:20][C:21]#[CH:22].C([O-])([O-])=O.[K+].[K+], predict the reaction product. The product is: [CH:1]1([N:6]([CH2:22][C:21]#[CH:20])[C@@H:7]2[CH2:11][CH2:10][N:9]([C:12]([O:14][C:15]([CH3:18])([CH3:17])[CH3:16])=[O:13])[CH2:8]2)[CH2:2][CH2:3][CH2:4][CH2:5]1. (3) Given the reactants C(OC([N:8]1[CH2:13][CH2:12][N:11]([C:14]2[C:15]3[C:30](OC)=[CH:29][N:28]=CC=3N=[C:18](C3C=CN=C(Cl)C=3)[N:19]=2)[CH2:10][CH2:9]1)=O)(C)(C)C.C(OC(N1CCN(C2C=CC(N)=CN=2)CC1)=O)(C)(C)C, predict the reaction product. The product is: [N:11]1([C:14]2[N:19]=[CH:18][C:29]([NH2:28])=[CH:30][CH:15]=2)[CH2:10][CH2:9][NH:8][CH2:13][CH2:12]1. (4) Given the reactants FC(F)C1N2N=C(N3CCNCC3)C=CC2=NN=1.[F:19][CH:20]([F:48])[C:21]1[C:46]([F:47])=[CH:45][CH:44]=[CH:43][C:22]=1[CH2:23][N:24]1[CH2:29][CH2:28][N:27]([C:30]2[CH:31]=[CH:32][C:33]3[N:34]([C:36]([C:39](F)([F:41])[F:40])=[N:37][N:38]=3)[N:35]=2)[CH2:26][CH2:25]1, predict the reaction product. The product is: [F:41][CH:39]([F:40])[C:36]1[N:34]2[N:35]=[C:30]([N:27]3[CH2:26][CH2:25][N:24]([CH2:23][C:22]4[CH:43]=[CH:44][CH:45]=[C:46]([F:47])[C:21]=4[CH:20]([F:19])[F:48])[CH2:29][CH2:28]3)[CH:31]=[CH:32][C:33]2=[N:38][N:37]=1. (5) Given the reactants [OH-].[Na+].[Br:3][C:4]1[CH:5]=[C:6]2[CH:12]=[CH:11][NH:10][C:7]2=[N:8][CH:9]=1.[C:13]1([S:19](Cl)(=[O:21])=[O:20])[CH:18]=[CH:17][CH:16]=[CH:15][CH:14]=1, predict the reaction product. The product is: [C:13]1([S:19]([N:10]2[C:7]3=[N:8][CH:9]=[C:4]([Br:3])[CH:5]=[C:6]3[CH:12]=[CH:11]2)(=[O:21])=[O:20])[CH:18]=[CH:17][CH:16]=[CH:15][CH:14]=1. (6) Given the reactants [CH3:1][O:2][C:3]1[CH:22]=[CH:21][C:6]([CH2:7][O:8][C@H:9]([C@H:11]([CH2:16][CH2:17][CH:18]([CH3:20])[CH3:19])[C@@H:12]([OH:15])[CH:13]=[CH2:14])[CH3:10])=[CH:5][CH:4]=1.[H-].[Na+].[CH2:25](Br)[C:26]1[CH:31]=[CH:30][CH:29]=[CH:28][CH:27]=1, predict the reaction product. The product is: [CH2:25]([O:15][C@H:12]([C@@H:11]([CH2:16][CH2:17][CH:18]([CH3:19])[CH3:20])[C@@H:9]([O:8][CH2:7][C:6]1[CH:5]=[CH:4][C:3]([O:2][CH3:1])=[CH:22][CH:21]=1)[CH3:10])[CH:13]=[CH2:14])[C:26]1[CH:31]=[CH:30][CH:29]=[CH:28][CH:27]=1. (7) The product is: [C:11]([C:8]1[C:9]2[S:10][C:2]([C:27]3[CH:32]=[CH:31][CH:30]=[CH:29][CH:28]=3)=[CH:3][C:4]=2[C:5]([O:13][C@H:14]2[CH2:19][CH2:18][CH2:17][N:16]([C:20]([O:22][C:23]([CH3:26])([CH3:25])[CH3:24])=[O:21])[CH2:15]2)=[N:6][CH:7]=1)#[N:12]. Given the reactants Br[C:2]1[S:10][C:9]2[C:8]([C:11]#[N:12])=[CH:7][N:6]=[C:5]([O:13][C@H:14]3[CH2:19][CH2:18][CH2:17][N:16]([C:20]([O:22][C:23]([CH3:26])([CH3:25])[CH3:24])=[O:21])[CH2:15]3)[C:4]=2[CH:3]=1.[C:27]1(B(O)O)[CH:32]=[CH:31][CH:30]=[CH:29][CH:28]=1.C(=O)([O-])[O-].[Cs+].[Cs+].O1CCOCC1, predict the reaction product.